This data is from Forward reaction prediction with 1.9M reactions from USPTO patents (1976-2016). The task is: Predict the product of the given reaction. (1) The product is: [CH3:25][C:26]1[CH:31]=[C:30]([CH3:32])[N:29]=[C:28]([N:33]2[CH2:34][CH2:35][N:36]([CH2:12][CH2:13][CH2:14][C:15]3[C:23]4[C:18](=[CH:19][CH:20]=[C:21]([F:24])[CH:22]=4)[NH:17][CH:16]=3)[CH2:37][CH2:38]2)[N:27]=1. Given the reactants CC1C=CC(S(O[CH2:12][CH2:13][CH2:14][C:15]2[C:23]3[C:18](=[CH:19][CH:20]=[C:21]([F:24])[CH:22]=3)[NH:17][CH:16]=2)(=O)=O)=CC=1.[CH3:25][C:26]1[CH:31]=[C:30]([CH3:32])[N:29]=[C:28]([N:33]2[CH2:38][CH2:37][NH:36][CH2:35][CH2:34]2)[N:27]=1.C(=O)([O-])[O-].[K+].[K+].[I-].[K+], predict the reaction product. (2) Given the reactants Cl.[NH2:2][CH:3]([C:6]1[N:7]([CH2:20][C:21]2[CH:26]=[CH:25][CH:24]=[CH:23][CH:22]=2)[C:8](=[O:19])[C:9]2[N:17]([N:18]=1)[C:16]1[C:11](=[CH:12][CH:13]=[CH:14][CH:15]=1)[CH:10]=2)[CH2:4][CH3:5].C(N(CC)CC)C.[O-]S([O-])(=O)=O.[Mg+2].[C:40]([O:44][C:45](=[O:51])[NH:46][CH2:47][CH2:48][CH:49]=O)([CH3:43])([CH3:42])[CH3:41].C(O[BH-](OC(=O)C)OC(=O)C)(=O)C.[Na+], predict the reaction product. The product is: [C:40]([O:44][C:45](=[O:51])[NH:46][CH2:47][CH2:48][CH2:49][NH:2][CH:3]([C:6]1[N:7]([CH2:20][C:21]2[CH:26]=[CH:25][CH:24]=[CH:23][CH:22]=2)[C:8](=[O:19])[C:9]2[N:17]([N:18]=1)[C:16]1[C:11](=[CH:12][CH:13]=[CH:14][CH:15]=1)[CH:10]=2)[CH2:4][CH3:5])([CH3:43])([CH3:42])[CH3:41].